Dataset: Reaction yield outcomes from USPTO patents with 853,638 reactions. Task: Predict the reaction yield, written as a fraction of the theoretical maximum amount of product (1.0 means a 100% yield; for example, 0.34 means a 34% yield). (1) The reactants are Br[C:2](Br)=[CH:3][CH2:4][CH:5]([N:8]1[CH:12]=[C:11]([C:13]2[C:14]3[CH:21]=[CH:20][N:19]([CH2:22][O:23][CH2:24][CH2:25][Si:26]([CH3:29])([CH3:28])[CH3:27])[C:15]=3[N:16]=[CH:17][N:18]=2)[CH:10]=[N:9]1)[CH2:6][CH3:7].C1COCC1.C([Li])CCC.O.Cl. The catalyst is CCCCCC. The product is [CH2:6]([CH:5]([N:8]1[CH:12]=[C:11]([C:13]2[C:14]3[CH:21]=[CH:20][N:19]([CH2:22][O:23][CH2:24][CH2:25][Si:26]([CH3:28])([CH3:29])[CH3:27])[C:15]=3[N:16]=[CH:17][N:18]=2)[CH:10]=[N:9]1)[CH2:4][C:3]#[CH:2])[CH3:7]. The yield is 0.800. (2) The reactants are [C:1]1([C:7]2[C:8](=[N:13][NH:14][C:15]3[CH:20]=[CH:19][CH:18]=[CH:17][CH:16]=3)[C:9]([NH2:12])=[N:10][N:11]=2)[CH:6]=[CH:5][CH:4]=[CH:3][CH:2]=1.Cl.[C:22](Cl)(=[O:29])[C:23]1[CH:28]=[CH:27][CH:26]=[N:25][CH:24]=1.C(N(CC)CC)C. The catalyst is C(Cl)Cl. The product is [C:1]1([C:7]2[C:8](=[N:13][NH:14][C:15]3[CH:16]=[CH:17][CH:18]=[CH:19][CH:20]=3)[C:9]([NH:12][C:22](=[O:29])[C:23]3[CH:28]=[CH:27][CH:26]=[N:25][CH:24]=3)=[N:10][N:11]=2)[CH:2]=[CH:3][CH:4]=[CH:5][CH:6]=1. The yield is 0.360. (3) The reactants are Br[C:2]1[CH:7]=[CH:6][CH:5]=[C:4]([Br:8])[CH:3]=1.[NH:9]1[CH2:14][CH2:13][S:12](=[O:16])(=[O:15])[CH2:11][CH2:10]1.C1C=CC(P(C2C(C3C(P(C4C=CC=CC=4)C4C=CC=CC=4)=CC=C4C=3C=CC=C4)=C3C(C=CC=C3)=CC=2)C2C=CC=CC=2)=CC=1.CC([O-])(C)C.[Na+]. The catalyst is C1(C)C=CC=CC=1.C(Cl)Cl.C1C=CC(/C=C/C(/C=C/C2C=CC=CC=2)=O)=CC=1.C1C=CC(/C=C/C(/C=C/C2C=CC=CC=2)=O)=CC=1.C1C=CC(/C=C/C(/C=C/C2C=CC=CC=2)=O)=CC=1.[Pd].[Pd]. The product is [Br:8][C:4]1[CH:3]=[C:2]([N:9]2[CH2:14][CH2:13][S:12](=[O:16])(=[O:15])[CH2:11][CH2:10]2)[CH:7]=[CH:6][CH:5]=1. The yield is 0.484. (4) The reactants are [C-:1]#[N:2].[Na+].Br[C:5]1[C:6]([CH2:33][N:34]2[CH2:39][CH2:38][CH2:37][C@H:36]([NH:40][CH2:41][CH3:42])[CH2:35]2)=[C:7]([C:29]([F:32])([F:31])[F:30])[CH:8]=[C:9]2[C:14]=1[N:13]=[CH:12][N:11]([CH2:15][C:16]1[CH:21]=[C:20]([Cl:22])[CH:19]=[CH:18][C:17]=1[S:23]([CH2:26][CH3:27])(=[O:25])=[O:24])[C:10]2=[O:28]. The catalyst is CN1C(=O)CCC1.[Cu](I)I. The product is [Cl:22][C:20]1[CH:19]=[CH:18][C:17]([S:23]([CH2:26][CH3:27])(=[O:25])=[O:24])=[C:16]([CH2:15][N:11]2[C:10](=[O:28])[C:9]3[C:14](=[C:5]([C:1]#[N:2])[C:6]([CH2:33][N:34]4[CH2:39][CH2:38][CH2:37][C@H:36]([NH:40][CH2:41][CH3:42])[CH2:35]4)=[C:7]([C:29]([F:32])([F:31])[F:30])[CH:8]=3)[N:13]=[CH:12]2)[CH:21]=1. The yield is 0.720. (5) The catalyst is ClCCl.CO. The product is [CH2:1]([C@@H:8]1[CH2:12][O:11][C:10](=[O:13])[N:9]1[C:14]([C@H:16]1[CH2:21][C@H:20]2[C@H:18]([CH2:19]2)[C@@H:17]1[O:22][Si:37]([C:40]([CH3:43])([CH3:42])[CH3:41])([CH3:39])[CH3:38])=[O:15])[C:2]1[CH:7]=[CH:6][CH:5]=[CH:4][CH:3]=1. The reactants are [CH2:1]([C@@H:8]1[CH2:12][O:11][C:10](=[O:13])[N:9]1[C:14]([C@H:16]1[CH2:21][C@H:20]2[C@H:18]([CH2:19]2)[C@@H:17]1[OH:22])=[O:15])[C:2]1[CH:7]=[CH:6][CH:5]=[CH:4][CH:3]=1.N1C(C)=CC=CC=1C.FC(F)(F)S(O[Si:37]([C:40]([CH3:43])([CH3:42])[CH3:41])([CH3:39])[CH3:38])(=O)=O.O. The yield is 0.860. (6) The reactants are Cl.[CH3:2][O:3][C:4](=[O:11])[C@H:5]([CH2:7][CH:8]([CH3:10])[CH3:9])[NH2:6].C(N(CC)C(C)C)(C)C.C([O:23][C:24](=O)[CH:25]=[C:26]([O:29][C:30]1[C:39]2[C:34](=[CH:35][CH:36]=[CH:37][CH:38]=2)[CH:33]=[CH:32][CH:31]=1)[CH2:27]Br)C. The catalyst is C(#N)C. The product is [CH3:2][O:3][C:4](=[O:11])[C@@H:5]([N:6]1[CH2:27][C:26]([O:29][C:30]2[C:39]3[C:34](=[CH:35][CH:36]=[CH:37][CH:38]=3)[CH:33]=[CH:32][CH:31]=2)=[CH:25][C:24]1=[O:23])[CH2:7][CH:8]([CH3:10])[CH3:9]. The yield is 0.320. (7) The reactants are CCCC[CH2:5][CH3:6].[H-].[Na+].[CH2:9]([C:13]1[NH:14][CH:15]=[CH:16][N:17]=1)[CH2:10][CH2:11][CH3:12].[CH3:18][Si:19](C)([CH3:25])[CH2:20]COCCl.CN(C)[CH:29]=[O:30]. No catalyst specified. The product is [CH2:9]([C:13]1[N:14]([Si:19]([CH3:25])([CH3:20])[CH3:18])[CH:15]=[C:16]([CH2:29][O:30][CH2:5][CH3:6])[N:17]=1)[CH2:10][CH2:11][CH3:12]. The yield is 0.960. (8) The product is [NH2:19][C:13]1[CH:14]=[CH:15][C:16]([F:18])=[CH:17][C:12]=1[NH:11][C:9]1[N:8]=[C:7]2[C:3]([NH:4][C:5](=[O:29])[N:6]2[C@H:22]2[CH2:23][CH2:24][C@H:25]([OH:28])[CH2:26][CH2:27]2)=[C:2]([Cl:1])[N:10]=1. The reactants are [Cl:1][C:2]1[N:10]=[C:9]([NH:11][C:12]2[CH:17]=[C:16]([F:18])[CH:15]=[CH:14][C:13]=2[N+:19]([O-])=O)[N:8]=[C:7]2[C:3]=1[NH:4][C:5](=[O:29])[N:6]2[C@H:22]1[CH2:27][CH2:26][C@H:25]([OH:28])[CH2:24][CH2:23]1.O.CCO.[NH4+].[OH-]. The catalyst is CC(O)=O.CCOC(C)=O.[Fe]. The yield is 0.960.